This data is from Catalyst prediction with 721,799 reactions and 888 catalyst types from USPTO. The task is: Predict which catalyst facilitates the given reaction. (1) Reactant: O[CH2:2][C:3]1([CH2:6][N:7]2[CH2:12][CH2:11][N:10]([C:13]([O:15][C:16]([CH3:19])([CH3:18])[CH3:17])=[O:14])[CH2:9][CH2:8]2)[CH2:5][CH2:4]1.C1C=CC(P(C2C=CC=CC=2)C2C=CC=CC=2)=CC=1.N1C=CN=C1.[I:44]I. Product: [I:44][CH2:2][C:3]1([CH2:6][N:7]2[CH2:12][CH2:11][N:10]([C:13]([O:15][C:16]([CH3:19])([CH3:18])[CH3:17])=[O:14])[CH2:9][CH2:8]2)[CH2:5][CH2:4]1. The catalyst class is: 2. (2) Reactant: [OH:1][CH:2]1[CH2:25][CH:24]([C:26]2[CH:27]=[N:28][CH:29]=[CH:30][CH:31]=2)[O:23][C:4]2([CH2:9][CH2:8][N:7]([C:10]([C:12]3[CH:17]=[CH:16][C:15]([O:18][CH:19]([CH3:21])[CH3:20])=[C:14]([CH3:22])[CH:13]=3)=[O:11])[CH2:6][CH2:5]2)[CH2:3]1.CC(OI1(OC(C)=O)(OC(C)=O)OC(=O)C2C=CC=CC1=2)=O. Product: [CH:19]([O:18][C:15]1[CH:16]=[CH:17][C:12]([C:10]([N:7]2[CH2:8][CH2:9][C:4]3([O:23][CH:24]([C:26]4[CH:27]=[N:28][CH:29]=[CH:30][CH:31]=4)[CH2:25][C:2](=[O:1])[CH2:3]3)[CH2:5][CH2:6]2)=[O:11])=[CH:13][C:14]=1[CH3:22])([CH3:21])[CH3:20]. The catalyst class is: 4.